Predict the reactants needed to synthesize the given product. From a dataset of Full USPTO retrosynthesis dataset with 1.9M reactions from patents (1976-2016). Given the product [CH3:11][O:10][C:7]1[CH:8]=[CH:9][C:2]([O:1][CH2:14][CH2:15][N:16]2[CH2:21][CH2:20][CH2:19][CH2:18][CH2:17]2)=[C:3]([CH:6]=1)[CH:4]=[O:5], predict the reactants needed to synthesize it. The reactants are: [OH:1][C:2]1[CH:9]=[CH:8][C:7]([O:10][CH3:11])=[CH:6][C:3]=1[CH:4]=[O:5].Cl.Cl[CH2:14][CH2:15][N:16]1[CH2:21][CH2:20][CH2:19][CH2:18][CH2:17]1.C([O-])([O-])=O.[K+].[K+].[I-].[Na+].